Predict the product of the given reaction. From a dataset of Forward reaction prediction with 1.9M reactions from USPTO patents (1976-2016). (1) Given the reactants [OH:1][CH:2]1[CH2:5][N:4]([C:6]2[S:7][CH:8]=[C:9]([C:11](=[O:32])[N:12]([CH:29]([CH3:31])[CH3:30])[CH2:13][CH2:14][NH:15][C:16]([O:18][CH2:19][C:20]3[CH:25]=[CH:24][C:23]([N+:26]([O-:28])=[O:27])=[CH:22][CH:21]=3)=[O:17])[N:10]=2)[CH2:3]1.[CH3:33][S:34](Cl)(=[O:36])=[O:35].C(N(CC)CC)C, predict the reaction product. The product is: [CH:29]([N:12]([CH2:13][CH2:14][NH:15][C:16]([O:18][CH2:19][C:20]1[CH:25]=[CH:24][C:23]([N+:26]([O-:28])=[O:27])=[CH:22][CH:21]=1)=[O:17])[C:11]([C:9]1[N:10]=[C:6]([N:4]2[CH2:5][CH:2]([O:1][S:34]([CH3:33])(=[O:36])=[O:35])[CH2:3]2)[S:7][CH:8]=1)=[O:32])([CH3:30])[CH3:31]. (2) Given the reactants [CH2:1]([O:8][CH2:9][C:10]([OH:12])=O)[C:2]1[CH:7]=[CH:6][CH:5]=[CH:4][CH:3]=1.CCN(CC)CC.C(OC(Cl)=O)C(C)C.[C:28]([O:32][C:33]([N:35]1[CH2:40][CH2:39][CH:38]([C:41](=[NH:44])[NH:42]O)[CH2:37][CH2:36]1)=[O:34])([CH3:31])([CH3:30])[CH3:29], predict the reaction product. The product is: [C:28]([O:32][C:33]([N:35]1[CH2:40][CH2:39][CH:38]([C:41]2[N:44]=[C:10]([CH2:9][O:8][CH2:1][C:2]3[CH:3]=[CH:4][CH:5]=[CH:6][CH:7]=3)[O:12][N:42]=2)[CH2:37][CH2:36]1)=[O:34])([CH3:31])([CH3:29])[CH3:30]. (3) Given the reactants [F:1][C:2]1[CH:7]=[CH:6][C:5]([CH2:8][C:9]#[N:10])=[CH:4][CH:3]=1.Br[C:12]1[CH:17]=[CH:16][CH:15]=[C:14]([CH3:18])[N:13]=1.CC1C=CC(S([O-])=O)=CC=1.[Na+].[H-].[Na+], predict the reaction product. The product is: [C:9]([CH:8]([C:12]1[CH:17]=[CH:16][CH:15]=[C:14]([CH3:18])[N:13]=1)[C:5]1[CH:6]=[CH:7][C:2]([F:1])=[CH:3][CH:4]=1)#[N:10]. (4) Given the reactants [F:1][C:2]([F:8])([F:7])[S:3]([OH:6])(=[O:5])=[O:4].Cl[C:10](Cl)(Cl)C(Cl)=O.C(=O)(OC)OC, predict the reaction product. The product is: [F:1][C:2]([F:8])([F:7])[S:3]([O:6][CH3:10])(=[O:5])=[O:4]. (5) Given the reactants [CH2:1]([S:8][CH:9]([CH:42](OC)[O:43]C)[CH2:10][NH:11][C:12]([C:14]1[NH:15][C:16]2[C:21]([CH:22]=1)=[CH:20][C:19]([O:23][CH2:24][CH2:25][CH2:26][S:27]([CH3:30])(=[O:29])=[O:28])=[CH:18][C:17]=2[N:31]([CH3:41])[S:32]([C:35]1[CH:40]=[CH:39][CH:38]=[CH:37][N:36]=1)(=[O:34])=[O:33])=[O:13])[C:2]1[CH:7]=[CH:6][CH:5]=[CH:4][CH:3]=1.CC(C)=O, predict the reaction product. The product is: [CH2:1]([S:8][CH:9]([CH:42]=[O:43])[CH2:10][NH:11][C:12]([C:14]1[NH:15][C:16]2[C:21]([CH:22]=1)=[CH:20][C:19]([O:23][CH2:24][CH2:25][CH2:26][S:27]([CH3:30])(=[O:29])=[O:28])=[CH:18][C:17]=2[N:31]([CH3:41])[S:32]([C:35]1[CH:40]=[CH:39][CH:38]=[CH:37][N:36]=1)(=[O:34])=[O:33])=[O:13])[C:2]1[CH:3]=[CH:4][CH:5]=[CH:6][CH:7]=1. (6) Given the reactants [C:1]([C:5]1[CH:10]=[CH:9][C:8]([S:11]([N:14]([CH2:22][C:23](O)=[O:24])[C:15]2[CH:16]=[N:17][C:18]([CH3:21])=[CH:19][CH:20]=2)(=[O:13])=[O:12])=[CH:7][CH:6]=1)([CH3:4])([CH3:3])[CH3:2].[CH2:26]([NH:28][CH2:29][C:30]1[CH:35]=[CH:34][CH:33]=[C:32]([CH3:36])[N:31]=1)[CH3:27], predict the reaction product. The product is: [C:1]([C:5]1[CH:10]=[CH:9][C:8]([S:11]([N:14]([C:15]2[CH:16]=[N:17][C:18]([CH3:21])=[CH:19][CH:20]=2)[CH2:22][C:23]([N:28]([CH2:26][CH3:27])[CH2:29][C:30]2[CH:35]=[CH:34][CH:33]=[C:32]([CH3:36])[N:31]=2)=[O:24])(=[O:13])=[O:12])=[CH:7][CH:6]=1)([CH3:4])([CH3:2])[CH3:3]. (7) Given the reactants [CH2:1]1[C:12]2[CH:4]([N:5]=[C:6]3[C:11]=2[CH:10]=[CH:9][CH:8]=[CH:7]3)[CH2:3][CH2:2]1.C[NH2:14], predict the reaction product. The product is: [NH2:14][CH:1]1[C:12]2[CH:4]([N:5]=[C:6]3[C:11]=2[CH:10]=[CH:9][CH:8]=[CH:7]3)[CH2:3][CH2:2]1. (8) Given the reactants Br.Br[CH2:3][C:4]1[CH:9]=[CH:8][CH:7]=[CH:6][N:5]=1.[F:10][C:11]1[CH:16]=[CH:15][C:14]([C:17]2[C:18](=[O:28])[C:19]([C:23]([O:25]CC)=[O:24])=[CH:20][NH:21][CH:22]=2)=[CH:13][CH:12]=1.C(=O)([O-])[O-].[Cs+].[Cs+].[OH-].[Na+].Cl, predict the reaction product. The product is: [F:10][C:11]1[CH:12]=[CH:13][C:14]([C:17]2[C:18](=[O:28])[C:19]([C:23]([OH:25])=[O:24])=[CH:20][N:21]([CH2:3][C:4]3[CH:9]=[CH:8][CH:7]=[CH:6][N:5]=3)[CH:22]=2)=[CH:15][CH:16]=1.